This data is from Forward reaction prediction with 1.9M reactions from USPTO patents (1976-2016). The task is: Predict the product of the given reaction. (1) Given the reactants [Cl:1][C:2]1[CH:7]=[CH:6][C:5]([C:8]2[C:17](=[O:18])[C:16]3[C:11](=[CH:12][C:13]([OH:19])=[CH:14][CH:15]=3)[O:10][C:9]=2[CH:20]([CH3:22])[CH3:21])=[CH:4][CH:3]=1.[I:23]N1C(=O)CCC1=O, predict the reaction product. The product is: [Cl:1][C:2]1[CH:3]=[CH:4][C:5]([C:8]2[C:17](=[O:18])[C:16]3[C:11](=[C:12]([I:23])[C:13]([OH:19])=[CH:14][CH:15]=3)[O:10][C:9]=2[CH:20]([CH3:22])[CH3:21])=[CH:6][CH:7]=1. (2) Given the reactants [Cl:1][C:2]1[CH:7]=[CH:6][C:5]([C@@H:8]([OH:14])[CH2:9][NH:10][CH2:11][CH2:12][OH:13])=[CH:4][CH:3]=1.C(N(CC)CC)C.[CH2:22](Br)[CH:23]=[CH2:24], predict the reaction product. The product is: [Cl:1][C:2]1[CH:3]=[CH:4][C:5]([C@@H:8]([OH:14])[CH2:9][N:10]([CH2:11][CH2:12][OH:13])[CH2:24][CH:23]=[CH2:22])=[CH:6][CH:7]=1. (3) Given the reactants N#N.[NH:3]1[C:7]2[CH:8]=[CH:9][CH:10]=[CH:11][C:6]=2[N:5]=[C:4]1[C@H:12]([NH:22][C:23](=[O:37])[NH:24][C@H:25]1[CH2:29][CH2:28][N:27](C(OC(C)(C)C)=O)[CH2:26]1)[CH2:13][C:14]1[CH:19]=[CH:18][C:17]([O:20][CH3:21])=[CH:16][CH:15]=1.FC(F)(F)S(O[Si](C(C)(C)C)(C)C)(=O)=O, predict the reaction product. The product is: [NH:3]1[C:7]2[CH:8]=[CH:9][CH:10]=[CH:11][C:6]=2[N:5]=[C:4]1[C@H:12]([NH:22][C:23]([NH:24][C@H:25]1[CH2:29][CH2:28][NH:27][CH2:26]1)=[O:37])[CH2:13][C:14]1[CH:15]=[CH:16][C:17]([O:20][CH3:21])=[CH:18][CH:19]=1. (4) Given the reactants Cl.Cl[CH2:3][CH2:4][C:5]1[C:10](=[O:11])[N:9]2[CH:12]=[CH:13][CH:14]=[C:15]([OH:16])[C:8]2=[N:7][C:6]=1[CH3:17].Cl.[F:19][C:20]1[CH:34]=[CH:33][C:23]2[C:24]([CH:27]3[CH2:32][CH2:31][NH:30][CH2:29][CH2:28]3)=[N:25][O:26][C:22]=2[CH:21]=1.C(=O)([O-])[O-].[Na+].[Na+].[I-].[K+], predict the reaction product. The product is: [F:19][C:20]1[CH:34]=[CH:33][C:23]2[C:24]([CH:27]3[CH2:28][CH2:29][N:30]([CH2:3][CH2:4][C:5]4[C:10](=[O:11])[N:9]5[CH:12]=[CH:13][CH:14]=[C:15]([OH:16])[C:8]5=[N:7][C:6]=4[CH3:17])[CH2:31][CH2:32]3)=[N:25][O:26][C:22]=2[CH:21]=1. (5) Given the reactants Cl[C:2]1[N:7]=[CH:6][C:5]([N:8]([CH3:25])[C:9](=[O:24])[C:10]2[CH:15]=[C:14]([C:16]([F:19])([F:18])[F:17])[CH:13]=[C:12]([C:20]([F:23])([F:22])[F:21])[CH:11]=2)=[C:4]([C:26]2[CH:31]=[CH:30][CH:29]=[CH:28][C:27]=2[CH3:32])[CH:3]=1.[I-:33].[Na+].I, predict the reaction product. The product is: [I:33][C:2]1[N:7]=[CH:6][C:5]([N:8]([CH3:25])[C:9](=[O:24])[C:10]2[CH:15]=[C:14]([C:16]([F:19])([F:18])[F:17])[CH:13]=[C:12]([C:20]([F:23])([F:22])[F:21])[CH:11]=2)=[C:4]([C:26]2[CH:31]=[CH:30][CH:29]=[CH:28][C:27]=2[CH3:32])[CH:3]=1. (6) The product is: [CH3:15][O:11][C:3]1[CH:2]=[CH:1][C:10]2[CH2:9][CH2:8][CH:12]([OH:14])[CH2:6][C:5]=2[CH:4]=1. Given the reactants [CH2:1]1[C:10]2[C:5](=[CH:6]C=[CH:8][CH:9]=2)[CH2:4][C:3](=[O:11])[CH2:2]1.[CH:12]([OH:14])=O.[CH2:15](N(CC)CC)C, predict the reaction product. (7) The product is: [NH2:27][C:8]1[N:7]=[C:6]([O:5][CH2:1][CH2:2][CH2:3][CH3:4])[N:14]=[C:13]2[C:9]=1[NH:10][C:11](=[O:25])[N:12]2[CH2:15][CH2:16][CH2:17][CH2:18][CH:19]1[CH2:24][CH2:23][CH2:22][N:21]([CH2:29][CH3:30])[CH2:20]1. Given the reactants [CH2:1]([O:5][C:6]1[N:14]=[C:13]2[C:9]([N:10]=[C:11]([O:25]C)[N:12]2[CH2:15][CH2:16][CH2:17][CH2:18][CH:19]2[CH2:24][CH2:23][CH2:22][NH:21][CH2:20]2)=[C:8]([NH2:27])[N:7]=1)[CH2:2][CH2:3][CH3:4].I[CH2:29][CH3:30], predict the reaction product.